From a dataset of Reaction yield outcomes from USPTO patents with 853,638 reactions. Predict the reaction yield, written as a fraction of the theoretical maximum amount of product (1.0 means a 100% yield; for example, 0.34 means a 34% yield). (1) The yield is 0.730. The catalyst is C(Cl)Cl.C(N(CC)CC)C.C1(C)C=CC=CC=1. The reactants are [CH3:1][O:2][C:3]1[CH:4]=[C:5]2[C:10](=[CH:11][C:12]=1[O:13][CH3:14])[N:9]=[CH:8][N:7]=[C:6]2[O:15][C:16]1[CH:22]=[CH:21][C:19]([NH2:20])=[CH:18][CH:17]=1.Cl[C:24](Cl)([O:26]C(=O)OC(Cl)(Cl)Cl)Cl.[CH3:35][CH2:36][CH:37]([OH:41])[CH2:38][CH2:39][CH3:40].C(=O)(O)[O-].[Na+]. The product is [CH3:1][O:2][C:3]1[CH:4]=[C:5]2[C:10](=[CH:11][C:12]=1[O:13][CH3:14])[N:9]=[CH:8][N:7]=[C:6]2[O:15][C:16]1[CH:22]=[CH:21][C:19]([NH:20][C:24](=[O:26])[O:41][CH:37]([CH2:36][CH3:35])[CH2:38][CH2:39][CH3:40])=[CH:18][CH:17]=1. (2) The reactants are [F:1][C:2]1[CH:34]=[CH:33][C:5]([NH:6][C:7]([N:9]([CH3:32])[C:10]2[CH:31]=[CH:30][C:13]([O:14][C:15]3[C:24]4[C:19](=[CH:20][C:21]([O:28][CH3:29])=[C:22]([C:25]([OH:27])=O)[CH:23]=4)[N:18]=[CH:17][CH:16]=3)=[CH:12][CH:11]=2)=[O:8])=[CH:4][CH:3]=1.C(N(CC)CC)C.F[P-](F)(F)(F)(F)F.[N:49]1(O[P+](N(C)C)(N(C)C)N(C)C)[C:53]2[CH:54]=[CH:55][CH:55]=[CH:54][C:53]=2[N:49]=N1.C1(N)CC1. The catalyst is CN(C)C=O.O.C(OCC)(=O)C. The product is [CH:53]1([NH:49][C:25]([C:22]2[CH:23]=[C:24]3[C:19](=[CH:20][C:21]=2[O:28][CH3:29])[N:18]=[CH:17][CH:16]=[C:15]3[O:14][C:13]2[CH:12]=[CH:11][C:10]([N:9]([C:7]([NH:6][C:5]3[CH:33]=[CH:34][C:2]([F:1])=[CH:3][CH:4]=3)=[O:8])[CH3:32])=[CH:31][CH:30]=2)=[O:27])[CH2:54][CH2:55]1. The yield is 0.631. (3) The reactants are [NH2:1][C:2]1[S:6][N:5]=[C:4]([CH3:7])[C:3]=1[C:8]([NH:10][C:11]1[CH:16]=[CH:15][C:14]([F:17])=[C:13]([F:18])[CH:12]=1)=[O:9].Cl[C:20]1[CH:29]=[N:28][C:27]2[C:22](=[CH:23][CH:24]=[C:25]([C:30]([F:33])([F:32])[F:31])[CH:26]=2)[N:21]=1.C(=O)([O-])[O-].[Cs+].[Cs+].CC1(C)C2C(=C(P(C3C=CC=CC=3)C3C=CC=CC=3)C=CC=2)OC2C(P(C3C=CC=CC=3)C3C=CC=CC=3)=CC=CC1=2. The catalyst is O1CCOCC1.CN(C=O)C.C([O-])(=O)C.[Pd+2].C([O-])(=O)C. The product is [F:18][C:13]1[CH:12]=[C:11]([NH:10][C:8]([C:3]2[C:4]([CH3:7])=[N:5][S:6][C:2]=2[NH:1][C:20]2[CH:29]=[N:28][C:27]3[C:22](=[CH:23][CH:24]=[C:25]([C:30]([F:31])([F:32])[F:33])[CH:26]=3)[N:21]=2)=[O:9])[CH:16]=[CH:15][C:14]=1[F:17]. The yield is 0.370. (4) The reactants are Br[C:2]1[CH:3]=[N:4][C:5]2[N:6]([C:8]([CH2:11][C:12]3[CH:13]=[C:14]4[C:19](=[CH:20][CH:21]=3)[N:18]=[CH:17][CH:16]=[CH:15]4)=[N:9][N:10]=2)[CH:7]=1.[C:22]1(B(O)O)[CH:27]=[CH:26][CH:25]=[CH:24][CH:23]=1.C(=O)([O-])[O-].[Na+].[Na+]. The catalyst is C(COC)OC.O.C(OCC)(=O)C.C1C=CC(P(C2C=CC=CC=2)C2C=CC=CC=2)=CC=1.C1C=CC(P(C2C=CC=CC=2)C2C=CC=CC=2)=CC=1.Cl[Pd]Cl. The product is [C:22]1([C:2]2[CH:3]=[N:4][C:5]3[N:6]([C:8]([CH2:11][C:12]4[CH:13]=[C:14]5[C:19](=[CH:20][CH:21]=4)[N:18]=[CH:17][CH:16]=[CH:15]5)=[N:9][N:10]=3)[CH:7]=2)[CH:27]=[CH:26][CH:25]=[CH:24][CH:23]=1. The yield is 0.0450. (5) The reactants are [CH2:1]([S:3]([C:6]1[CH:7]=[C:8]([C:12]2[CH:20]=[C:19]([C:21]#[N:22])[CH:18]=[C:17]3[C:13]=2[C:14]2[CH:26]=[C:25]([CH3:27])[CH:24]=[N:23][C:15]=2[NH:16]3)[CH:9]=[CH:10][CH:11]=1)(=[O:5])=[O:4])[CH3:2].[N-:28]=[N+:29]=[N-:30].[Na+].[Cl-].[NH4+]. The catalyst is CN(C=O)C. The product is [CH2:1]([S:3]([C:6]1[CH:7]=[C:8]([C:12]2[CH:20]=[C:19]([C:21]3[N:28]=[N:29][NH:30][N:22]=3)[CH:18]=[C:17]3[C:13]=2[C:14]2[CH:26]=[C:25]([CH3:27])[CH:24]=[N:23][C:15]=2[NH:16]3)[CH:9]=[CH:10][CH:11]=1)(=[O:5])=[O:4])[CH3:2]. The yield is 0.770.